Dataset: Peptide-MHC class II binding affinity with 134,281 pairs from IEDB. Task: Regression. Given a peptide amino acid sequence and an MHC pseudo amino acid sequence, predict their binding affinity value. This is MHC class II binding data. (1) The peptide sequence is HPQDGDALTLRTATN. The MHC is HLA-DQA10101-DQB10501 with pseudo-sequence HLA-DQA10101-DQB10501. The binding affinity (normalized) is 0. (2) The peptide sequence is QQLLFIHFRIGCRHSRIG. The MHC is DRB1_0401 with pseudo-sequence DRB1_0401. The binding affinity (normalized) is 0.399. (3) The peptide sequence is TDTTPFGQQRVFKEK. The MHC is DRB1_0101 with pseudo-sequence DRB1_0101. The binding affinity (normalized) is 0.265.